This data is from Full USPTO retrosynthesis dataset with 1.9M reactions from patents (1976-2016). The task is: Predict the reactants needed to synthesize the given product. (1) Given the product [CH2:49]([N:46]1[CH2:45][CH2:44][CH:43]([CH2:42][C:10]2[C:11]3[C:12](=[N:13][CH:14]=[CH:15][C:16]=3[O:17][C:18]3[CH:23]=[CH:22][C:21]([NH:24][C:25]([C:27]4[C:32](=[O:33])[N:31]([C:34]5[CH:39]=[CH:38][C:37]([F:40])=[CH:36][CH:35]=5)[CH:30]=[CH:29][N:28]=4)=[O:26])=[CH:20][C:19]=3[F:41])[NH:8][N:9]=2)[CH2:48][CH2:47]1)[CH3:50], predict the reactants needed to synthesize it. The reactants are: COC1C=CC(C[N:8]2[C:12]3=[N:13][CH:14]=[CH:15][C:16]([O:17][C:18]4[CH:23]=[CH:22][C:21]([NH:24][C:25]([C:27]5[C:32](=[O:33])[N:31]([C:34]6[CH:39]=[CH:38][C:37]([F:40])=[CH:36][CH:35]=6)[CH:30]=[CH:29][N:28]=5)=[O:26])=[CH:20][C:19]=4[F:41])=[C:11]3[C:10]([CH2:42][CH:43]3[CH2:48][CH2:47][N:46]([CH2:49][CH3:50])[CH2:45][CH2:44]3)=[N:9]2)=CC=1.C(O)(C(F)(F)F)=O. (2) Given the product [NH2:4][C:5]1[N:15]=[C:14]([S:16][CH3:17])[C:13]([C:18]#[N:19])=[CH:12][C:6]=1[C:7]([OH:9])=[O:8], predict the reactants needed to synthesize it. The reactants are: O.[OH-].[Li+].[NH2:4][C:5]1[N:15]=[C:14]([S:16][CH3:17])[C:13]([C:18]#[N:19])=[CH:12][C:6]=1[C:7]([O:9]CC)=[O:8]. (3) Given the product [C:1]([O:5][C:6]([N:8]([CH3:52])[C:9]1[CH:10]=[C:11]([F:51])[CH:12]=[C:13]2[C:17]=1[NH:16][C:15]1[N:18]=[C:19]([O:35][C:36]3[CH:37]=[C:38]([CH:46]=[C:47]([C:49]#[N:50])[CH:48]=3)[O:39][CH2:40][C:41]([OH:43])=[O:42])[N:20]=[C:21]([N:22]3[CH2:25][CH:24]([CH2:26][NH:27][C:28]([O:30][C:31]([CH3:32])([CH3:34])[CH3:33])=[O:29])[CH2:23]3)[C:14]2=1)=[O:7])([CH3:2])([CH3:3])[CH3:4], predict the reactants needed to synthesize it. The reactants are: [C:1]([O:5][C:6]([N:8]([CH3:52])[C:9]1[CH:10]=[C:11]([F:51])[CH:12]=[C:13]2[C:17]=1[NH:16][C:15]1[N:18]=[C:19]([O:35][C:36]3[CH:37]=[C:38]([CH:46]=[C:47]([C:49]#[N:50])[CH:48]=3)[O:39][CH2:40][C:41]([O:43]CC)=[O:42])[N:20]=[C:21]([N:22]3[CH2:25][CH:24]([CH2:26][NH:27][C:28]([O:30][C:31]([CH3:34])([CH3:33])[CH3:32])=[O:29])[CH2:23]3)[C:14]2=1)=[O:7])([CH3:4])([CH3:3])[CH3:2].CO.O.[OH-].[Li+]. (4) Given the product [F:58][C:54]1[CH:53]=[C:52]([C:50]#[C:51][C:30]2[N:35]=[C:34]([C@@H:36]3[C@@H:40]([C:41]4[CH:46]=[CH:45][CH:44]=[C:43]([O:47][CH3:48])[CH:42]=4)[O:39][C:38](=[O:49])[NH:37]3)[CH:33]=[CH:32][CH:31]=2)[CH:57]=[CH:56][CH:55]=1, predict the reactants needed to synthesize it. The reactants are: COC1C=C([C@H]2OC(=O)N[C@@H]2C2C=CC=C(C#CC3C=CC=CC=3)C=2)C=CC=1.Br[C:30]1[N:35]=[C:34]([C@@H:36]2[C@@H:40]([C:41]3[CH:46]=[CH:45][CH:44]=[C:43]([O:47][CH3:48])[CH:42]=3)[O:39][C:38](=[O:49])[NH:37]2)[CH:33]=[CH:32][CH:31]=1.[C:50]([C:52]1[CH:57]=[CH:56][CH:55]=[C:54]([F:58])[CH:53]=1)#[CH:51]. (5) Given the product [CH:1]1([C@@H:6]2[NH:11][C:10](=[O:12])[C@H:9]([CH2:13][CH:14]([CH3:16])[CH3:15])[N:8]([C:30]([C:27]3[CH:26]=[C:25]([C:19]4[CH:20]=[CH:21][C:22]([F:24])=[CH:23][C:18]=4[F:17])[O:29][N:28]=3)=[O:31])[CH2:7]2)[CH2:2][CH2:3][CH2:4][CH2:5]1, predict the reactants needed to synthesize it. The reactants are: [CH:1]1([C@@H:6]2[NH:11][C:10](=[O:12])[C@H:9]([CH2:13][CH:14]([CH3:16])[CH3:15])[NH:8][CH2:7]2)[CH2:5][CH2:4][CH2:3][CH2:2]1.[F:17][C:18]1[CH:23]=[C:22]([F:24])[CH:21]=[CH:20][C:19]=1[C:25]1[O:29][N:28]=[C:27]([C:30](O)=[O:31])[CH:26]=1.C([C@@H]1N(C(=O)/C=C/C2C=CC=CC=2)C[C@H](CC(C)C)NC1=O)C(C)C. (6) The reactants are: [Cl:1][C:2]1[CH:3]=[C:4]([NH:8][C:9]2[N:14]=[C:13]([C:15]3[CH:20]=[CH:19][N:18]=[C:17]([N:21]4[C:25](=O)[C:24]([CH3:28])([CH3:27])[C:23]([CH3:29])=[N:22]4)[CH:16]=3)[CH:12]=[CH:11][N:10]=2)[CH:5]=[CH:6][CH:7]=1.COC1C=CC(P2(SP(C3C=CC(OC)=CC=3)(=S)S2)=[S:39])=CC=1. Given the product [Cl:1][C:2]1[CH:3]=[C:4]([NH:8][C:9]2[N:14]=[C:13]([C:15]3[CH:20]=[CH:19][N:18]=[C:17]([N:21]4[C:25](=[S:39])[C:24]([CH3:28])([CH3:27])[C:23]([CH3:29])=[N:22]4)[CH:16]=3)[CH:12]=[CH:11][N:10]=2)[CH:5]=[CH:6][CH:7]=1, predict the reactants needed to synthesize it. (7) The reactants are: [CH3:1][N:2]1[CH:6]=[N:5][N:4]=[N:3]1.C([Li])CCC.CON(C)[C:15](=[O:27])[C:16]1[CH:21]=[CH:20][CH:19]=[C:18]([O:22][C:23]([F:26])([F:25])[F:24])[CH:17]=1.Cl. Given the product [CH3:1][N:2]1[C:6]([C:15]([C:16]2[CH:21]=[CH:20][CH:19]=[C:18]([O:22][C:23]([F:24])([F:25])[F:26])[CH:17]=2)=[O:27])=[N:5][N:4]=[N:3]1, predict the reactants needed to synthesize it.